This data is from Full USPTO retrosynthesis dataset with 1.9M reactions from patents (1976-2016). The task is: Predict the reactants needed to synthesize the given product. (1) The reactants are: [CH3:1][N:2]([CH3:18])[S:3]([N:6]1[CH:10]=[C:9]([CH:11](O)[C:12]2[S:13][CH:14]=[CH:15][CH:16]=2)[N:8]=[CH:7]1)(=[O:5])=[O:4].FC(F)(F)C(O)=O.C([SiH](CC)CC)C. Given the product [CH3:18][N:2]([CH3:1])[S:3]([N:6]1[CH:10]=[C:9]([CH2:11][C:12]2[S:13][CH:14]=[CH:15][CH:16]=2)[N:8]=[CH:7]1)(=[O:5])=[O:4], predict the reactants needed to synthesize it. (2) Given the product [C:1]([O:5][C:6](=[O:21])[NH:7][C:8]1[CH:13]=[CH:12][C:11]([C:14]([F:17])([F:16])[F:15])=[CH:10][C:9]=1[NH2:18])([CH3:4])([CH3:2])[CH3:3], predict the reactants needed to synthesize it. The reactants are: [C:1]([O:5][C:6](=[O:21])[NH:7][C:8]1[CH:13]=[CH:12][C:11]([C:14]([F:17])([F:16])[F:15])=[CH:10][C:9]=1[N+:18]([O-])=O)([CH3:4])([CH3:3])[CH3:2].